This data is from Forward reaction prediction with 1.9M reactions from USPTO patents (1976-2016). The task is: Predict the product of the given reaction. (1) Given the reactants [NH2:1][C@@H:2]1[CH2:7][CH2:6][CH2:5][NH:4][C:3]1=[O:8].C(N(CC)CC)C.[C:16](O[C:16]([O:18][C:19]([CH3:22])([CH3:21])[CH3:20])=[O:17])([O:18][C:19]([CH3:22])([CH3:21])[CH3:20])=[O:17], predict the reaction product. The product is: [O:8]=[C:3]1[C@H:2]([NH:1][C:16](=[O:17])[O:18][C:19]([CH3:22])([CH3:21])[CH3:20])[CH2:7][CH2:6][CH2:5][NH:4]1. (2) Given the reactants [NH:1]1[CH2:6][CH2:5][O:4][CH2:3][CH2:2]1.C(N(C(C)C)CC)(C)C.[CH:16]1([CH2:22][N:23]2[C:27]3[CH:28]=[CH:29][C:30]([C:32](O)=[O:33])=[CH:31][C:26]=3[N:25]=[C:24]2[C:35]([CH3:39])([CH3:38])[CH2:36][CH3:37])[CH2:21][CH2:20][CH2:19][CH2:18][CH2:17]1.CN(C(ON1N=NC2C=CC=NC1=2)=[N+](C)C)C.F[P-](F)(F)(F)(F)F, predict the reaction product. The product is: [CH:16]1([CH2:22][N:23]2[C:27]3[CH:28]=[CH:29][C:30]([C:32]([N:1]4[CH2:6][CH2:5][O:4][CH2:3][CH2:2]4)=[O:33])=[CH:31][C:26]=3[N:25]=[C:24]2[C:35]([CH3:38])([CH3:39])[CH2:36][CH3:37])[CH2:17][CH2:18][CH2:19][CH2:20][CH2:21]1. (3) Given the reactants [CH3:1][O:2][C:3]([C@@H:5]1[CH2:9][C@@H:8]([S:10]([C:13]2[CH:18]=[CH:17][CH:16]=[CH:15][C:14]=2[C:19]([F:22])([F:21])[F:20])(=[O:12])=[O:11])[CH2:7][NH:6]1)=[O:4].[C:23]1(B(O)O)[CH:28]=[CH:27][CH:26]=[CH:25][CH:24]=1.C(N(CC)CC)C, predict the reaction product. The product is: [CH3:1][O:2][C:3]([C@@H:5]1[CH2:9][C@@H:8]([S:10]([C:13]2[CH:18]=[CH:17][CH:16]=[CH:15][C:14]=2[C:19]([F:22])([F:20])[F:21])(=[O:11])=[O:12])[CH2:7][N:6]1[C:23]1[CH:28]=[CH:27][CH:26]=[CH:25][CH:24]=1)=[O:4]. (4) Given the reactants [CH2:1]([O:8][CH2:9][CH2:10][N:11]([CH2:30][CH2:31][O:32][Si:33]([C:36]([CH3:39])([CH3:38])[CH3:37])([CH3:35])[CH3:34])[C:12]1[C:17]([N+:18]([O-])=O)=[C:16]([N:21]([CH:23]2[CH2:27][CH2:26][CH2:25][CH2:24]2)[CH3:22])[N:15]=[C:14]([C:28]#[N:29])[N:13]=1)[C:2]1[CH:7]=[CH:6][CH:5]=[CH:4][CH:3]=1, predict the reaction product. The product is: [NH2:18][C:17]1[C:12]([N:11]([CH2:10][CH2:9][O:8][CH2:1][C:2]2[CH:3]=[CH:4][CH:5]=[CH:6][CH:7]=2)[CH2:30][CH2:31][O:32][Si:33]([C:36]([CH3:39])([CH3:38])[CH3:37])([CH3:35])[CH3:34])=[N:13][C:14]([C:28]#[N:29])=[N:15][C:16]=1[N:21]([CH:23]1[CH2:27][CH2:26][CH2:25][CH2:24]1)[CH3:22]. (5) Given the reactants [C:1]([Si:5]([O:8][CH:9]([CH2:14][CH2:15][C:16]1[CH:21]=[CH:20][C:19]([C:22]([CH2:41][CH3:42])([C:25]2[CH:30]=[CH:29][C:28](B3OC(C)(C)C(C)(C)O3)=[C:27]([CH3:40])[CH:26]=2)[CH2:23][CH3:24])=[CH:18][C:17]=1[CH3:43])[C:10]([CH3:13])([CH3:12])[CH3:11])([CH3:7])[CH3:6])([CH3:4])([CH3:3])[CH3:2].C1(P(C2CCCCC2)C2C=CC=CC=2C2C(OC)=CC=CC=2OC)CCCCC1.P([O-])([O-])([O-])=O.[K+].[K+].[K+].[CH3:81][O:82][C:83](=[O:100])[C@@H:84]([NH:92][C:93]([O:95][C:96]([CH3:99])([CH3:98])[CH3:97])=[O:94])[C:85]1[CH:90]=[CH:89][C:88](Cl)=[CH:87][CH:86]=1, predict the reaction product. The product is: [CH3:81][O:82][C:83](=[O:100])[C@@H:84]([NH:92][C:93]([O:95][C:96]([CH3:99])([CH3:98])[CH3:97])=[O:94])[C:85]1[CH:90]=[CH:89][C:88]([C:28]2[CH:29]=[CH:30][C:25]([C:22]([C:19]3[CH:20]=[CH:21][C:16]([CH2:15][CH2:14][CH:9]([O:8][Si:5]([C:1]([CH3:4])([CH3:3])[CH3:2])([CH3:6])[CH3:7])[C:10]([CH3:13])([CH3:12])[CH3:11])=[C:17]([CH3:43])[CH:18]=3)([CH2:23][CH3:24])[CH2:41][CH3:42])=[CH:26][C:27]=2[CH3:40])=[CH:87][CH:86]=1. (6) The product is: [CH3:52][C@H:46]1[CH2:47][NH:48][C@H:49]([CH3:51])[CH2:50][N:45]1[C:2]1[CH:7]=[N:6][C:5]([C:8]([N:10]2[CH2:15][CH2:14][C:13]3[NH:16][C:17]([C:19]4[C:27]5[C:22](=[CH:23][C:24]([C:28]6[CH:33]=[C:32]([F:34])[C:31]([OH:35])=[CH:30][C:29]=6[CH2:36][CH3:37])=[CH:25][CH:26]=5)[NH:21][N:20]=4)=[N:18][C:12]=3[CH2:11]2)=[O:9])=[CH:4][N:3]=1. Given the reactants Cl[C:2]1[N:3]=[CH:4][C:5]([C:8]([N:10]2[CH2:15][CH2:14][C:13]3[NH:16][C:17]([C:19]4[C:27]5[C:22](=[CH:23][C:24]([C:28]6[CH:33]=[C:32]([F:34])[C:31]([OH:35])=[CH:30][C:29]=6[CH2:36][CH3:37])=[CH:25][CH:26]=5)[NH:21][N:20]=4)=[N:18][C:12]=3[CH2:11]2)=[O:9])=[N:6][CH:7]=1.C(OC([N:45]1[CH2:50][C@@H:49]([CH3:51])[NH:48][CH2:47][C@@H:46]1[CH3:52])=O)(C)(C)C, predict the reaction product. (7) Given the reactants [Cl:1][C:2]1[C:10]2[C:5](=[CH:6][CH:7]=[C:8]([O:11][CH3:12])[CH:9]=2)[N:4]([C:13]2[CH:20]=[CH:19][C:16]([CH2:17][NH2:18])=[CH:15][CH:14]=2)[C:3]=1[C:21]1[N:25]=[C:24]([CH3:26])[O:23][N:22]=1.[F:27][C:28]([F:39])([F:38])[C:29]([NH:31][C:32]1([C:35](O)=[O:36])[CH2:34][CH2:33]1)=[O:30].C(Cl)CCl, predict the reaction product. The product is: [Cl:1][C:2]1[C:10]2[C:5](=[CH:6][CH:7]=[C:8]([O:11][CH3:12])[CH:9]=2)[N:4]([C:13]2[CH:14]=[CH:15][C:16]([CH2:17][NH:18][C:35]([C:32]3([NH:31][C:29](=[O:30])[C:28]([F:27])([F:38])[F:39])[CH2:33][CH2:34]3)=[O:36])=[CH:19][CH:20]=2)[C:3]=1[C:21]1[N:25]=[C:24]([CH3:26])[O:23][N:22]=1. (8) Given the reactants [N:1]1([CH2:6][C:7]2[CH:8]=[C:9]([CH:24]=[C:25]([Cl:27])[CH:26]=2)/[CH:10]=[CH:11]/[C:12]2[CH:17]=[CH:16][C:15]([N:18]3[CH2:23][CH2:22][NH:21][CH2:20][CH2:19]3)=[CH:14][CH:13]=2)[CH:5]=[CH:4][N:3]=[CH:2]1.Cl[CH2:29][CH2:30][N:31]=[C:32]=[O:33], predict the reaction product. The product is: [N:1]1([CH2:6][C:7]2[CH:8]=[C:9]([CH:24]=[C:25]([Cl:27])[CH:26]=2)/[CH:10]=[CH:11]/[C:12]2[CH:17]=[CH:16][C:15]([N:18]3[CH2:19][CH2:20][N:21]([C:32]4[O:33][CH2:29][CH2:30][N:31]=4)[CH2:22][CH2:23]3)=[CH:14][CH:13]=2)[CH:5]=[CH:4][N:3]=[CH:2]1. (9) Given the reactants [OH:1][CH2:2][C:3]([NH:5][CH2:6][CH:7]([OH:22])[CH2:8][O:9][C:10]1[C:15]([CH3:16])=[CH:14][C:13]([C:17](=[NH:20])[NH:18][OH:19])=[CH:12][C:11]=1[CH3:21])=[O:4].[CH:23]([C:25]1[CH:33]=[CH:32][C:28]([C:29](O)=O)=[CH:27][CH:26]=1)=[O:24].C(C1C=C(C2ON=C(C3C=C(C)C(OCC(O)CNC(=O)CO)=C(C)C=3)N=2)C=CC=1)=O, predict the reaction product. The product is: [CH:23]([C:25]1[CH:33]=[CH:32][C:28]([C:29]2[O:19][N:18]=[C:17]([C:13]3[CH:14]=[C:15]([CH3:16])[C:10]([O:9][CH2:8][CH:7]([OH:22])[CH2:6][NH:5][C:3](=[O:4])[CH2:2][OH:1])=[C:11]([CH3:21])[CH:12]=3)[N:20]=2)=[CH:27][CH:26]=1)=[O:24].